Dataset: Catalyst prediction with 721,799 reactions and 888 catalyst types from USPTO. Task: Predict which catalyst facilitates the given reaction. Reactant: [Cl:1][C:2]1[CH:3]=[C:4]([CH:6]=[C:7]([F:9])[CH:8]=1)[NH2:5].[CH3:10][C:11](OC(C)=O)=[O:12]. Product: [Cl:1][C:2]1[CH:3]=[C:4]([NH:5][C:11](=[O:12])[CH3:10])[CH:6]=[C:7]([F:9])[CH:8]=1. The catalyst class is: 14.